This data is from Reaction yield outcomes from USPTO patents with 853,638 reactions. The task is: Predict the reaction yield, written as a fraction of the theoretical maximum amount of product (1.0 means a 100% yield; for example, 0.34 means a 34% yield). (1) The reactants are [CH2:1]([C:3]1[C:4]([OH:12])=[CH:5][C:6]([CH3:11])=[C:7]([CH:10]=1)[CH:8]=[O:9])[CH3:2].[H-].[Na+].[CH3:15][O:16][CH2:17][CH2:18][O:19][CH2:20]Cl. The catalyst is C1COCC1. The product is [CH2:1]([C:3]1[C:4]([O:12][CH2:15][O:16][CH2:17][CH2:18][O:19][CH3:20])=[CH:5][C:6]([CH3:11])=[C:7]([CH:10]=1)[CH:8]=[O:9])[CH3:2]. The yield is 0.650. (2) The reactants are Cl[C:2]1[CH:7]=[CH:6][N:5]=[C:4]([N:8]2[C:20](=[O:21])[C:19]3[N:11]([C:12]4[C@@H:13]5[CH2:22][C@H:16]([C:17]=4[CH:18]=3)[CH2:15][CH2:14]5)[CH2:10][CH2:9]2)[C:3]=1[CH:23]=[O:24].[CH3:25][N:26]1[CH:31]=[C:30](B2OC(C)(C)C(C)(C)O2)[CH:29]=[C:28]([NH:41][C:42]2[CH:51]=[C:45]3[CH2:46][N:47]([CH3:50])[CH2:48][CH2:49][N:44]3[N:43]=2)[C:27]1=[O:52].C([O-])(=O)C.[Na+].[O-]P([O-])([O-])=O.[K+].[K+].[K+]. The catalyst is C1C=CC(P(C2C=CC=CC=2)[C-]2C=CC=C2)=CC=1.C1C=CC(P(C2C=CC=CC=2)[C-]2C=CC=C2)=CC=1.Cl[Pd]Cl.[Fe+2].O.C(#N)C. The product is [CH3:25][N:26]1[C:27](=[O:52])[C:28]([NH:41][C:42]2[CH:51]=[C:45]3[CH2:46][N:47]([CH3:50])[CH2:48][CH2:49][N:44]3[N:43]=2)=[CH:29][C:30]([C:2]2[CH:7]=[CH:6][N:5]=[C:4]([N:8]3[C:20](=[O:21])[C:19]4[N:11]([C:12]5[C@@H:13]6[CH2:22][C@H:16]([C:17]=5[CH:18]=4)[CH2:15][CH2:14]6)[CH2:10][CH2:9]3)[C:3]=2[CH:23]=[O:24])=[CH:31]1. The yield is 0.530. (3) The reactants are C(O[C:4]([C@H:6]1[C@@H:11]([N:12]([CH2:33][C:34]2[CH:39]=[CH:38][C:37]([F:40])=[CH:36][CH:35]=2)[C:13](=[O:32])[CH2:14][C:15]2[NH:20][C:19]3[CH:21]=[CH:22][C:23]([NH:25][S:26]([CH3:29])(=[O:28])=[O:27])=[CH:24][C:18]=3[S:17](=[O:31])(=[O:30])[N:16]=2)[C@H:10]2[CH2:41][C@@H:7]1[CH2:8][CH2:9]2)=[O:5])C.[O-]CC.[Na+].Cl. The catalyst is C(O)C.C(OCC)(=O)C. The product is [F:40][C:37]1[CH:38]=[CH:39][C:34]([CH2:33][N:12]2[C:13](=[O:32])[C:14]([C:15]3[NH:20][C:19]4[CH:21]=[CH:22][C:23]([NH:25][S:26]([CH3:29])(=[O:27])=[O:28])=[CH:24][C:18]=4[S:17](=[O:31])(=[O:30])[N:16]=3)=[C:4]([OH:5])[C@H:6]3[C@@H:11]2[C@H:10]2[CH2:41][C@@H:7]3[CH2:8][CH2:9]2)=[CH:35][CH:36]=1. The yield is 0.680. (4) The reactants are I[C:2]1[CH:3]=[C:4]([CH:7]=[CH:8][CH:9]=1)[CH:5]=[O:6].[Br:10][C:11]1[CH:16]=[CH:15][C:14]([S:17]([O-:19])=[O:18])=[CH:13][CH:12]=1.[Na+]. The catalyst is CS(C)=O.C(OCC)(=O)C.[Cu]I. The product is [Br:10][C:11]1[CH:16]=[CH:15][C:14]([S:17]([C:2]2[CH:3]=[C:4]([CH:7]=[CH:8][CH:9]=2)[CH:5]=[O:6])(=[O:19])=[O:18])=[CH:13][CH:12]=1. The yield is 0.350.